This data is from Reaction yield outcomes from USPTO patents with 853,638 reactions. The task is: Predict the reaction yield, written as a fraction of the theoretical maximum amount of product (1.0 means a 100% yield; for example, 0.34 means a 34% yield). (1) The reactants are Br[C:2]1[C:3]([C:8]2[CH:13]=[CH:12][CH:11]=[CH:10][C:9]=2[F:14])=[N:4][N:5]([CH3:7])[CH:6]=1.[Li]CCCC.C(O[B:24]1[O:28][C:27]([CH3:30])([CH3:29])[C:26]([CH3:32])([CH3:31])[O:25]1)(C)C.[NH4+].[Cl-]. The catalyst is C1COCC1.CCOC(C)=O. The product is [F:14][C:9]1[CH:10]=[CH:11][CH:12]=[CH:13][C:8]=1[C:3]1[C:2]([B:24]2[O:28][C:27]([CH3:30])([CH3:29])[C:26]([CH3:32])([CH3:31])[O:25]2)=[CH:6][N:5]([CH3:7])[N:4]=1. The yield is 0.510. (2) The reactants are [Br:1][C:2]1[C:3](Cl)=[N:4][C:5]([Cl:8])=[N:6][CH:7]=1.[OH-:10].[Na+].Cl. The catalyst is C1COCC1. The product is [Br:1][C:2]1[C:3](=[O:10])[NH:4][C:5]([Cl:8])=[N:6][CH:7]=1. The yield is 0.640. (3) The reactants are Br[C:2]1[CH:7]=[CH:6][C:5]([C:8](=[C:16]2[CH2:23][CH2:22][CH2:21][CH2:20][CH2:19][CH2:18][CH2:17]2)[C:9]2[CH:14]=[CH:13][C:12]([OH:15])=[CH:11][CH:10]=2)=[CH:4][CH:3]=1.[O:24]1[CH:28]=[CH:27][CH:26]=[C:25]1B(O)O.C([O-])([O-])=O.[Na+].[Na+]. The catalyst is Cl[Pd](Cl)([P](C1C=CC=CC=1)(C1C=CC=CC=1)C1C=CC=CC=1)[P](C1C=CC=CC=1)(C1C=CC=CC=1)C1C=CC=CC=1.C1COCC1.O. The product is [C:16]1(=[C:8]([C:5]2[CH:6]=[CH:7][C:2]([C:25]3[O:24][CH:28]=[CH:27][CH:26]=3)=[CH:3][CH:4]=2)[C:9]2[CH:14]=[CH:13][C:12]([OH:15])=[CH:11][CH:10]=2)[CH2:17][CH2:18][CH2:19][CH2:20][CH2:21][CH2:22][CH2:23]1. The yield is 0.760. (4) The reactants are C(OC([N:8]1[CH2:13][CH2:12][NH:11][C@@H:10]([CH2:14][O:15][C:16]2[CH:21]=[CH:20][CH:19]=[CH:18][CH:17]=2)[CH2:9]1)=O)(C)(C)C.Cl. The catalyst is O1CCOCC1.CO. The product is [O:15]([CH2:14][C@H:10]1[CH2:9][NH:8][CH2:13][CH2:12][NH:11]1)[C:16]1[CH:21]=[CH:20][CH:19]=[CH:18][CH:17]=1. The yield is 0.910. (5) The reactants are [CH:1](=O)/[CH:2]=[CH:3]/[CH3:4].[F:6][C:7]1[CH:8]=[C:9]([CH:11]=[C:12]([F:14])[CH:13]=1)[NH2:10]. The catalyst is Cl.O. The product is [F:6][C:7]1[CH:13]=[C:12]([F:14])[CH:11]=[C:9]2[C:8]=1[CH:1]=[CH:2][C:3]([CH3:4])=[N:10]2. The yield is 0.440. (6) The reactants are [C:1]([C:4]1[CH:12]=[C:11]2[C:7]([C:8]3[C:16]([C:17]4[CH:22]=[CH:21][CH:20]=[C:19]([N:23]5[C:32](=[O:33])[C:31]6[C:26](=[CH:27][CH:28]=[CH:29][CH:30]=6)[N:25]=[CH:24]5)[C:18]=4[CH3:34])=[C:15]([CH3:35])[N:14]=[C:13]([C:36]([NH2:38])=[O:37])[C:9]=3[NH:10]2)=[CH:6][CH:5]=1)(=[O:3])[CH3:2].[CH3:39][Mg]Br. The catalyst is O1CCCC1. The product is [OH:3][C:1]([C:4]1[CH:12]=[C:11]2[C:7]([C:8]3[C:16]([C:17]4[CH:22]=[CH:21][CH:20]=[C:19]([N:23]5[C:32](=[O:33])[C:31]6[C:26](=[CH:27][CH:28]=[CH:29][CH:30]=6)[N:25]=[CH:24]5)[C:18]=4[CH3:34])=[C:15]([CH3:35])[N:14]=[C:13]([C:36]([NH2:38])=[O:37])[C:9]=3[NH:10]2)=[CH:6][CH:5]=1)([CH3:39])[CH3:2]. The yield is 0.240.